Predict which catalyst facilitates the given reaction. From a dataset of Catalyst prediction with 721,799 reactions and 888 catalyst types from USPTO. (1) Reactant: [N+:1]([C:4]1[CH:5]=[C:6]([O:14]C2C=C(C(F)(F)F)C=C([N+]([O-])=O)C=2)[CH:7]=[C:8]([C:10]([F:13])([F:12])[F:11])[CH:9]=1)([O-:3])=[O:2].CC(O)=O. Product: [N+:1]([C:4]1[CH:5]=[C:6]([OH:14])[CH:7]=[C:8]([C:10]([F:11])([F:12])[F:13])[CH:9]=1)([O-:3])=[O:2]. The catalyst class is: 201. (2) Reactant: S(=O)(=O)(O)O.[O-]S(OOS([O-])(=O)=O)(=O)=O.[K+].[K+].[Br:18][C:19]1[CH2:23][CH:22]([C:24]([O:26][CH2:27][CH2:28][CH2:29][CH2:30][CH3:31])=[O:25])[N:21]([C:32]2[C:37]([Cl:38])=[CH:36][CH:35]=[CH:34][N:33]=2)[N:20]=1.C(#N)C. Product: [Br:18][C:19]1[CH:23]=[C:22]([C:24]([O:26][CH2:27][CH2:28][CH2:29][CH2:30][CH3:31])=[O:25])[N:21]([C:32]2[C:37]([Cl:38])=[CH:36][CH:35]=[CH:34][N:33]=2)[N:20]=1. The catalyst class is: 6. (3) Reactant: [NH2:1][N:2]1[CH:6]=[C:5]([C:7]2[CH:12]=[CH:11][C:10]([N+:13]([O-:15])=[O:14])=[CH:9][CH:8]=2)[C:4]([CH2:16][N:17]([CH3:19])[CH3:18])=[C:3]1[C:20]([O:22][CH2:23][CH3:24])=[O:21].C(N(CC)CC)C.Cl[C:33](Cl)([O:35]C(=O)OC(Cl)(Cl)Cl)Cl.[NH2:44][C:45]1[N:46]=[N:47][C:48]([O:51][CH3:52])=[CH:49][CH:50]=1. Product: [CH3:18][N:17]([CH2:16][C:4]1[C:5]([C:7]2[CH:12]=[CH:11][C:10]([N+:13]([O-:15])=[O:14])=[CH:9][CH:8]=2)=[CH:6][N:2]([NH:1][C:33]([NH:44][C:45]2[N:46]=[N:47][C:48]([O:51][CH3:52])=[CH:49][CH:50]=2)=[O:35])[C:3]=1[C:20]([O:22][CH2:23][CH3:24])=[O:21])[CH3:19]. The catalyst class is: 4. (4) Reactant: Br[C:2]1[CH:3]=[CH:4][C:5]2[N:6]([N:8]=[C:9]([NH:11][C:12](=[O:19])[C:13]3[CH:18]=[CH:17][CH:16]=[CH:15][CH:14]=3)[N:10]=2)[CH:7]=1.ClC1N2N=C(NC(=O)C3C=CC=CC=3)N=C2C=CC=1.[CH3:39][O:40][CH2:41][CH2:42][CH2:43][NH2:44]. Product: [CH3:39][O:40][CH2:41][CH2:42][CH2:43][NH:44][C:7]1[N:6]2[N:8]=[C:9]([NH:11][C:12](=[O:19])[C:13]3[CH:18]=[CH:17][CH:16]=[CH:15][CH:14]=3)[N:10]=[C:5]2[CH:4]=[CH:3][CH:2]=1. The catalyst class is: 1. (5) Reactant: [N:1]1[CH:6]=[CH:5][CH:4]=[CH:3][C:2]=1[CH2:7][CH2:8][C:9]([O:11][C:12]([CH3:15])([CH3:14])[CH3:13])=[O:10].ClC1C=CC=C(C(OO)=[O:24])C=1. Product: [O-:24][N+:1]1[CH:6]=[CH:5][CH:4]=[CH:3][C:2]=1[CH2:7][CH2:8][C:9]([O:11][C:12]([CH3:15])([CH3:14])[CH3:13])=[O:10]. The catalyst class is: 13. (6) Reactant: CCN(C(C)C)C(C)C.[C:10](O)(=[O:17])[C:11]1[CH:16]=[CH:15][CH:14]=[CH:13][CH:12]=1.CCN=C=NCCCN(C)C.C1C=CC2N(O)N=NC=2C=1.Cl.[O:41]=[C:42]([N:60]1[CH2:65][CH2:64][NH:63][CH2:62][CH2:61]1)[CH2:43][NH:44][C:45](=[O:59])[C:46]1[CH:51]=[CH:50][C:49]([O:52][C:53]2[CH:58]=[CH:57][CH:56]=[CH:55][CH:54]=2)=[CH:48][CH:47]=1. Product: [C:10]([N:63]1[CH2:62][CH2:61][N:60]([C:42](=[O:41])[CH2:43][NH:44][C:45](=[O:59])[C:46]2[CH:47]=[CH:48][C:49]([O:52][C:53]3[CH:58]=[CH:57][CH:56]=[CH:55][CH:54]=3)=[CH:50][CH:51]=2)[CH2:65][CH2:64]1)(=[O:17])[C:11]1[CH:16]=[CH:15][CH:14]=[CH:13][CH:12]=1. The catalyst class is: 18. (7) Reactant: [CH2:1]([N:8]1[CH2:13][CH2:12][C:11]([NH:18][CH2:19][CH2:20][NH:21][C:22]([O:24]C(C)(C)C)=O)(C(OC)=O)[CH2:10][CH2:9]1)[C:2]1[CH:7]=[CH:6][CH:5]=[CH:4][CH:3]=1.C(O)(C(F)(F)F)=O.CCN(CC)CC. Product: [CH2:1]([N:8]1[CH2:13][CH2:12][C:11]2([NH:18][CH2:19][CH2:20][NH:21][C:22]2=[O:24])[CH2:10][CH2:9]1)[C:2]1[CH:7]=[CH:6][CH:5]=[CH:4][CH:3]=1. The catalyst class is: 2.